This data is from NCI-60 drug combinations with 297,098 pairs across 59 cell lines. The task is: Regression. Given two drug SMILES strings and cell line genomic features, predict the synergy score measuring deviation from expected non-interaction effect. Drug 1: COC1=C(C=C2C(=C1)N=CN=C2NC3=CC(=C(C=C3)F)Cl)OCCCN4CCOCC4. Drug 2: CCC(=C(C1=CC=CC=C1)C2=CC=C(C=C2)OCCN(C)C)C3=CC=CC=C3.C(C(=O)O)C(CC(=O)O)(C(=O)O)O. Cell line: CAKI-1. Synergy scores: CSS=48.1, Synergy_ZIP=-4.81, Synergy_Bliss=-4.43, Synergy_Loewe=-4.37, Synergy_HSA=-0.657.